This data is from Forward reaction prediction with 1.9M reactions from USPTO patents (1976-2016). The task is: Predict the product of the given reaction. (1) Given the reactants C(O)(=O)C.[C:5]([O:9][C:10]([NH:12][CH2:13][C:14]1[CH:15]=[C:16]([CH:20]2[CH2:25][CH2:24][NH:23][CH2:22][CH2:21]2)[CH:17]=[CH:18][CH:19]=1)=[O:11])([CH3:8])([CH3:7])[CH3:6], predict the reaction product. The product is: [C:5]([O:9][C:10]([NH:12][CH2:13][C:14]1[CH:15]=[C:16]([CH:20]2[CH2:25][CH2:24][NH:23][CH2:22][CH2:21]2)[CH:17]=[CH:18][CH:19]=1)=[O:11])([CH3:8])([CH3:6])[CH3:7]. (2) Given the reactants [CH:1]1([C:6]2[NH:11][C:10](=[O:12])[C:9]([CH:13]([NH:16][C:17](=O)[CH2:18][CH:19]([CH3:21])[CH3:20])[CH2:14][CH3:15])=[N:8][N:7]=2)[CH2:5][CH2:4][CH2:3][CH2:2]1.P(Cl)(Cl)(Cl)=O, predict the reaction product. The product is: [CH:1]1([C:6]2[NH:11][C:10](=[O:12])[C:9]3=[C:13]([CH2:14][CH3:15])[N:16]=[C:17]([CH2:18][CH:19]([CH3:21])[CH3:20])[N:8]3[N:7]=2)[CH2:5][CH2:4][CH2:3][CH2:2]1.